Task: Predict the reactants needed to synthesize the given product.. Dataset: Full USPTO retrosynthesis dataset with 1.9M reactions from patents (1976-2016) (1) Given the product [CH2:36]([O:38][C:39]([C:40]1[S:6][C:5]([C:4]2[CH:8]=[CH:9][C:10]([O:11][CH2:12][CH:13]([CH3:15])[CH3:14])=[C:2]([Br:1])[CH:3]=2)=[N:7][C:41]=1[CH3:43])=[O:45])[CH3:37], predict the reactants needed to synthesize it. The reactants are: [Br:1][C:2]1[CH:3]=[C:4]([CH:8]=[CH:9][C:10]=1[O:11][CH2:12][CH:13]([CH3:15])[CH3:14])[C:5]([NH2:7])=[S:6].C(N)(=S)C.C(C1C=C(C=CC=1OCC(C)C)C(N)=S)#N.[CH2:36]([O:38][C:39](=[O:45])[CH:40](Cl)[C:41]([CH3:43])=O)[CH3:37]. (2) The reactants are: [F:1][C:2]1[CH:20]=[CH:19][C:5]([O:6][CH2:7][CH:8](O)[CH2:9][NH:10][C:11](=[O:17])[O:12][C:13]([CH3:16])([CH3:15])[CH3:14])=[CH:4][CH:3]=1.[C:21]1(=[O:31])[NH:25][C:24](=[O:26])[C:23]2=[CH:27][CH:28]=[CH:29][CH:30]=[C:22]12.C1(P(C2C=CC=CC=2)C2C=CC=CC=2)C=CC=CC=1.N(C(OC(C)C)=O)=NC(OC(C)C)=O. Given the product [O:26]=[C:24]1[C:23]2[C:22](=[CH:30][CH:29]=[CH:28][CH:27]=2)[C:21](=[O:31])[N:25]1[CH:8]([CH2:7][O:6][C:5]1[CH:19]=[CH:20][C:2]([F:1])=[CH:3][CH:4]=1)[CH2:9][NH:10][C:11](=[O:17])[O:12][C:13]([CH3:16])([CH3:15])[CH3:14], predict the reactants needed to synthesize it. (3) Given the product [Cl:49][C:50]1[CH:67]=[CH:66][C:53]2[NH:54][C:55]([CH:57]([C:58]3[CH:59]=[CH:60][C:61]([Cl:64])=[CH:62][CH:63]=3)[NH:65][C:5](=[O:7])[C:4]3[CH:8]=[CH:9][C:10]([C:11]([N:13]4[CH2:17][CH2:16][CH2:15][CH2:14]4)=[O:12])=[C:2]([CH3:1])[CH:3]=3)=[N:56][C:52]=2[CH:51]=1, predict the reactants needed to synthesize it. The reactants are: [CH3:1][C:2]1[CH:3]=[C:4]([CH:8]=[CH:9][C:10]=1[C:11]([N:13]1[CH2:17][CH2:16][CH2:15][CH2:14]1)=[O:12])[C:5]([OH:7])=O.CN(C(ON1N=NC2C=CC=CC1=2)=[N+](C)C)C.[B-](F)(F)(F)F.C(N(C(C)C)CC)(C)C.[Cl:49][C:50]1[CH:67]=[CH:66][C:53]2[NH:54][C:55]([CH:57]([NH2:65])[C:58]3[CH:63]=[CH:62][C:61]([Cl:64])=[CH:60][CH:59]=3)=[N:56][C:52]=2[CH:51]=1.ClCl. (4) Given the product [C:37]([C:2]1[CH:3]=[CH:4][C:5]([N:26]2[CH2:27][CH2:28][O:29][CH2:30][CH2:31]2)=[C:6]([CH:25]=1)[C:7]([N:9]1[CH2:10][CH2:11][N:12]([C:15]2[CH:20]=[CH:19][C:18]([C:21](=[O:23])[CH3:22])=[CH:17][C:16]=2[F:24])[CH2:13][CH2:14]1)=[O:8])(=[O:39])[CH3:38], predict the reactants needed to synthesize it. The reactants are: Br[C:2]1[CH:3]=[CH:4][C:5]([N:26]2[CH2:31][CH2:30][O:29][CH2:28][CH2:27]2)=[C:6]([CH:25]=1)[C:7]([N:9]1[CH2:14][CH2:13][N:12]([C:15]2[CH:20]=[CH:19][C:18]([C:21](=[O:23])[CH3:22])=[CH:17][C:16]=2[F:24])[CH2:11][CH2:10]1)=[O:8].C([Sn](CCCC)(CCCC)[C:37]([O:39]CC)=[CH2:38])CCC.Cl.